From a dataset of Reaction yield outcomes from USPTO patents with 853,638 reactions. Predict the reaction yield, written as a fraction of the theoretical maximum amount of product (1.0 means a 100% yield; for example, 0.34 means a 34% yield). (1) The reactants are [NH2:1][C:2]1[N:3]=[CH:4][C:5]([C:18]2[CH:39]=[CH:38][C:21]([C:22]([N:24]3[CH2:30][CH2:29][CH2:28][N:27](C(OC(C)(C)C)=O)[CH2:26][CH2:25]3)=[O:23])=[CH:20][CH:19]=2)=[N:6][C:7]=1[C:8]1[NH:12][C:11]2[CH:13]=[C:14]([CH3:17])[CH:15]=[CH:16][C:10]=2[N:9]=1.C(O)(C(F)(F)F)=O. The catalyst is C(Cl)Cl. The product is [NH2:1][C:2]1[N:3]=[CH:4][C:5]([C:18]2[CH:39]=[CH:38][C:21]([C:22]([N:24]3[CH2:30][CH2:29][CH2:28][NH:27][CH2:26][CH2:25]3)=[O:23])=[CH:20][CH:19]=2)=[N:6][C:7]=1[C:8]1[NH:12][C:11]2[CH:13]=[C:14]([CH3:17])[CH:15]=[CH:16][C:10]=2[N:9]=1. The yield is 0.990. (2) The reactants are [OH:1][CH2:2][C:3]1[CH:4]=[C:5]([NH:9][CH2:10][C:11]([C:13]2[CH:18]=[CH:17][C:16]([O:19][C:20]3[CH:25]=[CH:24][CH:23]=[CH:22][CH:21]=3)=[CH:15][CH:14]=2)=O)[CH:6]=[CH:7][CH:8]=1.[OH-].[K+].[C:28](#[N:32])[CH2:29][C:30]#[N:31].CO. The catalyst is O. The product is [NH2:32][C:28]1[N:9]([C:5]2[CH:6]=[CH:7][CH:8]=[C:3]([CH2:2][OH:1])[CH:4]=2)[CH:10]=[C:11]([C:13]2[CH:18]=[CH:17][C:16]([O:19][C:20]3[CH:25]=[CH:24][CH:23]=[CH:22][CH:21]=3)=[CH:15][CH:14]=2)[C:29]=1[C:30]#[N:31]. The yield is 0.570. (3) The reactants are O[C:2]([CH3:17])([CH3:16])[C:3]#[C:4][C:5]([C:7]1[CH:12]=[CH:11][C:10]([N+:13]([O-:15])=[O:14])=[CH:9][CH:8]=1)=[O:6].C(NCC)C.C([OH:25])C. No catalyst specified. The product is [CH3:16][C:2]1([CH3:17])[C:3](=[O:25])[CH:4]=[C:5]([C:7]2[CH:12]=[CH:11][C:10]([N+:13]([O-:15])=[O:14])=[CH:9][CH:8]=2)[O:6]1. The yield is 0.920. (4) The reactants are [N+:1]([C:4]1[CH:9]=[CH:8][C:7]([C:10]2[N:15]=[C:14]([N:16]3[CH2:21][CH2:20][S:19][CH2:18][CH2:17]3)[N:13]=[C:12]([N:22]3[CH:27]4[CH2:28][CH2:29][CH:23]3[CH2:24][O:25][CH2:26]4)[N:11]=2)=[CH:6][CH:5]=1)([O-])=O.O.O.[Sn](Cl)Cl. The catalyst is N1C=CC=CC=1.CN(C=O)C. The product is [CH:23]12[N:22]([C:12]3[N:13]=[C:14]([N:16]4[CH2:17][CH2:18][S:19][CH2:20][CH2:21]4)[N:15]=[C:10]([C:7]4[CH:8]=[CH:9][C:4]([NH2:1])=[CH:5][CH:6]=4)[N:11]=3)[CH:27]([CH2:28][CH2:29]1)[CH2:26][O:25][CH2:24]2. The yield is 0.500. (5) The reactants are [Br:1][C:2]1[CH:8]=[CH:7][C:5]([NH2:6])=[CH:4][C:3]=1[C:9]([F:12])([F:11])[F:10].[CH3:13][C:14](=O)[CH2:15][CH2:16][C:17](=O)[CH3:18]. The catalyst is C1(C)C=CC=CC=1.O.C1(C)C=CC(S(O)(=O)=O)=CC=1. The product is [Br:1][C:2]1[CH:8]=[CH:7][C:5]([N:6]2[C:17]([CH3:18])=[CH:16][CH:15]=[C:14]2[CH3:13])=[CH:4][C:3]=1[C:9]([F:10])([F:11])[F:12]. The yield is 0.970.